Task: Predict the reactants needed to synthesize the given product.. Dataset: Full USPTO retrosynthesis dataset with 1.9M reactions from patents (1976-2016) (1) Given the product [F:12][C:13]([F:18])([F:17])[CH:14]([OH:15])[CH2:16][N:8]1[CH2:9][CH2:10][CH2:11][CH:6]([CH2:5][CH2:4][CH2:3][O:2][CH3:1])[CH2:7]1, predict the reactants needed to synthesize it. The reactants are: [CH3:1][O:2][CH2:3][CH2:4][CH2:5][CH:6]1[CH2:11][CH2:10][CH2:9][NH:8][CH2:7]1.[F:12][C:13]([F:18])([F:17])[CH:14]1[CH2:16][O:15]1. (2) Given the product [Cl:26][CH2:27][CH2:28][CH2:29][S:30]([N:23]1[CH2:24][CH2:25][CH:20]([C:11]2[C:10]3[C:14](=[C:15]([C:17]([NH2:19])=[O:18])[CH:16]=[C:8]([C:2]4[CH:3]=[CH:4][CH:5]=[CH:6][CH:7]=4)[CH:9]=3)[NH:13][N:12]=2)[CH2:21][CH2:22]1)(=[O:32])=[O:31], predict the reactants needed to synthesize it. The reactants are: Cl.[C:2]1([C:8]2[CH:9]=[C:10]3[C:14](=[C:15]([C:17]([NH2:19])=[O:18])[CH:16]=2)[NH:13][N:12]=[C:11]3[CH:20]2[CH2:25][CH2:24][NH:23][CH2:22][CH2:21]2)[CH:7]=[CH:6][CH:5]=[CH:4][CH:3]=1.[Cl:26][CH2:27][CH2:28][CH2:29][S:30](Cl)(=[O:32])=[O:31].C(N(C(C)C)CC)(C)C. (3) The reactants are: Cl[C:2]1[C:11]2[C:6](=[CH:7][C:8]([S:12]([N:15]([CH2:21][C:22]3[CH:27]=[CH:26][C:25]([O:28][CH3:29])=[CH:24][CH:23]=3)[C:16]3[S:17][CH:18]=[N:19][N:20]=3)(=[O:14])=[O:13])=[CH:9][CH:10]=2)[C:5](=[O:30])[NH:4][N:3]=1.[Cl:31][C:32]1[CH:37]=[CH:36][C:35](B(O)O)=[C:34]([O:41][CH3:42])[CH:33]=1.C(=O)([O-])[O-].[K+].[K+]. Given the product [Cl:31][C:32]1[CH:37]=[CH:36][C:35]([C:2]2[C:11]3[C:6](=[CH:7][C:8]([S:12]([N:15]([CH2:21][C:22]4[CH:27]=[CH:26][C:25]([O:28][CH3:29])=[CH:24][CH:23]=4)[C:16]4[S:17][CH:18]=[N:19][N:20]=4)(=[O:14])=[O:13])=[CH:9][CH:10]=3)[C:5](=[O:30])[NH:4][N:3]=2)=[C:34]([O:41][CH3:42])[CH:33]=1, predict the reactants needed to synthesize it. (4) Given the product [CH2:45]([O:44][C:39]1[CH:38]=[C:37]([C:16]2[CH:17]=[CH:18][C:13]([C@@H:11]([N:7]3[CH2:6][CH2:5][C@:4]([CH2:3][C:2]([OH:1])([CH3:35])[CH3:34])([C:28]4[CH:29]=[CH:30][CH:31]=[CH:32][CH:33]=4)[O:9][C:8]3=[O:10])[CH3:12])=[CH:14][CH:15]=2)[CH:42]=[C:41]([CH3:43])[N:40]=1)[CH3:46], predict the reactants needed to synthesize it. The reactants are: [OH:1][C:2]([CH3:35])([CH3:34])[CH2:3][C@@:4]1([C:28]2[CH:33]=[CH:32][CH:31]=[CH:30][CH:29]=2)[O:9][C:8](=[O:10])[N:7]([C@H:11]([C:13]2[CH:18]=[CH:17][C:16](B3OC(C)(C)C(C)(C)O3)=[CH:15][CH:14]=2)[CH3:12])[CH2:6][CH2:5]1.Br[C:37]1[CH:42]=[C:41]([CH3:43])[N:40]=[C:39]([O:44][CH2:45][CH3:46])[CH:38]=1.